This data is from Full USPTO retrosynthesis dataset with 1.9M reactions from patents (1976-2016). The task is: Predict the reactants needed to synthesize the given product. Given the product [Cl:8][C:6]1[CH:5]=[C:4]([C@H:9]2[CH2:14][C@@H:13]([C:15]3[O:19][NH:18][C:17](=[O:20])[CH:16]=3)[CH2:12][CH2:11][NH:10]2)[CH:3]=[C:2]([Cl:1])[CH:7]=1, predict the reactants needed to synthesize it. The reactants are: [Cl:1][C:2]1[CH:3]=[C:4]([C@H:9]2[CH2:14][C@@H:13]([C:15]3[O:19][NH:18][C:17](=[O:20])[CH:16]=3)[CH2:12][CH2:11][N:10]2C(OC)=O)[CH:5]=[C:6]([Cl:8])[CH:7]=1.Br.